From a dataset of Reaction yield outcomes from USPTO patents with 853,638 reactions. Predict the reaction yield, written as a fraction of the theoretical maximum amount of product (1.0 means a 100% yield; for example, 0.34 means a 34% yield). The reactants are [C:1]1([O:7][P:8]([CH2:11][C:12]([CH3:35])=[CH:13][CH2:14][C:15]2[C:16]([O:28][CH2:29][CH2:30][Si:31]([CH3:34])([CH3:33])[CH3:32])=[C:17]3[C:21](=[C:22]([CH3:26])[C:23]=2[O:24][CH3:25])[CH2:20][O:19][C:18]3=[O:27])(=[O:10])[OH:9])[CH:6]=[CH:5][CH:4]=[CH:3][CH:2]=1.[C:36]([O:41][CH2:42][CH3:43])(=[O:40])[C@H:37]([CH3:39])O.C1CN([P+](ON2N=NC3C=CC=CC2=3)(N2CCCC2)N2CCCC2)CC1.F[P-](F)(F)(F)(F)F. The catalyst is N1C=CC=CC=1. The product is [CH2:42]([O:41][C:36](=[O:40])[CH:37]([O:10][P:8]([CH2:11][C:12]([CH3:35])=[CH:13][CH2:14][C:15]1[C:16]([O:28][CH2:29][CH2:30][Si:31]([CH3:34])([CH3:32])[CH3:33])=[C:17]2[C:21](=[C:22]([CH3:26])[C:23]=1[O:24][CH3:25])[CH2:20][O:19][C:18]2=[O:27])([O:7][C:1]1[CH:2]=[CH:3][CH:4]=[CH:5][CH:6]=1)=[O:9])[CH3:39])[CH3:43]. The yield is 0.830.